The task is: Predict the reaction yield, written as a fraction of the theoretical maximum amount of product (1.0 means a 100% yield; for example, 0.34 means a 34% yield).. This data is from Reaction yield outcomes from USPTO patents with 853,638 reactions. (1) The yield is 0.520. The reactants are C[O-].[Na+].CO.C[O:7][C:8](=O)[CH2:9][C:10]([O:12]C)=O.[F:15][C:16]([F:25])([F:24])/[CH:17]=[CH:18]/[C:19]([O:21][CH2:22]C)=[O:20].C(O)(=O)C.[CH:30]([NH2:32])=[NH:31].Cl. No catalyst specified. The product is [OH:7][C:8]1[C:9]([CH:17]([C:16]([F:25])([F:24])[F:15])[CH2:18][C:19]([O:21][CH3:22])=[O:20])=[C:10]([OH:12])[N:32]=[CH:30][N:31]=1. (2) The reactants are Br[C:2]1[C:3](=[O:16])[C:4]([CH3:15])([CH3:14])[O:5][C:6]=1[C:7]1[CH:12]=[CH:11][C:10]([Cl:13])=[CH:9][CH:8]=1.CC1(C)C(C)(C)OB([C:25]2[CH:42]=[CH:41][C:28]([O:29][CH2:30][C:31]3[CH:40]=[CH:39][C:38]4[C:33](=[CH:34][CH:35]=[CH:36][CH:37]=4)[N:32]=3)=[CH:27][CH:26]=2)O1.C([O-])([O-])=O.[Cs+].[Cs+]. The catalyst is C1(C)C=CC=CC=1.O. The product is [Cl:13][C:10]1[CH:11]=[CH:12][C:7]([C:6]2[O:5][C:4]([CH3:15])([CH3:14])[C:3](=[O:16])[C:2]=2[C:25]2[CH:26]=[CH:27][C:28]([O:29][CH2:30][C:31]3[CH:40]=[CH:39][C:38]4[C:33](=[CH:34][CH:35]=[CH:36][CH:37]=4)[N:32]=3)=[CH:41][CH:42]=2)=[CH:8][CH:9]=1. The yield is 0.350. (3) The reactants are [Br:1][C:2]1[CH:3]=[C:4]2[C:8](=[N:9][CH:10]=1)[NH:7][CH:6]=[CH:5]2.[F:11][CH:12]([F:26])[O:13][C:14]1[CH:15]=[C:16]([CH:19]=[C:20]([O:22][CH:23]([F:25])[F:24])[CH:21]=1)[CH:17]=[O:18].[OH-].[K+].O. The catalyst is CO. The product is [F:11][CH:12]([F:26])[O:13][C:14]1[CH:15]=[C:16]([CH:17]([C:5]2[C:4]3[C:8](=[N:9][CH:10]=[C:2]([Br:1])[CH:3]=3)[NH:7][CH:6]=2)[OH:18])[CH:19]=[C:20]([O:22][CH:23]([F:24])[F:25])[CH:21]=1. The yield is 0.350. (4) The reactants are [CH2:1]([O:8][C:9]1[CH:10]=[C:11]([S:15][C:16]2[CH:17]=[C:18]3[C:23](=[CH:24][CH:25]=2)[CH:22]=[C:21]([C@:26]([NH:30][C:31](=[O:37])[O:32][C:33]([CH3:36])([CH3:35])[CH3:34])([CH3:29])[CH2:27][OH:28])[CH:20]=[CH:19]3)[CH:12]=[CH:13][CH:14]=1)[C:2]1[CH:7]=[CH:6][CH:5]=[CH:4][CH:3]=1.N1C=NN=N1.[O:43]1CCCC1.C(N(CC)[P:51]([O:57][C:58]([CH3:61])([CH3:60])[CH3:59])[O:52][C:53]([CH3:56])([CH3:55])[CH3:54])C.OO. No catalyst specified. The product is [CH2:1]([O:8][C:9]1[CH:10]=[C:11]([S:15][C:16]2[CH:17]=[C:18]3[C:23](=[CH:24][CH:25]=2)[CH:22]=[C:21]([C@:26]([NH:30][C:31](=[O:37])[O:32][C:33]([CH3:36])([CH3:35])[CH3:34])([CH3:29])[CH2:27][O:28][P:51]([O:52][C:53]([CH3:54])([CH3:55])[CH3:56])([O:57][C:58]([CH3:59])([CH3:60])[CH3:61])=[O:43])[CH:20]=[CH:19]3)[CH:12]=[CH:13][CH:14]=1)[C:2]1[CH:7]=[CH:6][CH:5]=[CH:4][CH:3]=1. The yield is 1.00. (5) The reactants are [NH2:1][CH2:2][C:3]1[CH:8]=[C:7]([CH3:9])[N:6]=[C:5]([CH3:10])[CH:4]=1.[Br:11][C:12]1[S:16][C:15]([S:17](Cl)(=[O:19])=[O:18])=[CH:14][CH:13]=1.C(N(CC)CC)C. The catalyst is C1COCC1. The product is [CH3:10][C:5]1[CH:4]=[C:3]([CH2:2][NH:1][S:17]([C:15]2[S:16][C:12]([Br:11])=[CH:13][CH:14]=2)(=[O:19])=[O:18])[CH:8]=[C:7]([CH3:9])[N:6]=1. The yield is 0.520. (6) The reactants are [CH3:1][N:2]([CH3:16])[S:3]([C:6]1[CH:15]=[CH:14][C:9]2[N:10]=[C:11]([CH3:13])[S:12][C:8]=2[CH:7]=1)(=[O:5])=[O:4].[CH3:17][O:18][S:19]([C:22]1[CH:27]=[CH:26][C:25]([CH3:28])=[CH:24][CH:23]=1)(=[O:21])=[O:20]. No catalyst specified. The product is [S:19]([C:22]1[CH:27]=[CH:26][C:25]([CH3:28])=[CH:24][CH:23]=1)([O-:21])(=[O:20])=[O:18].[CH3:16][N:2]([CH3:1])[S:3]([C:6]1[CH:15]=[CH:14][C:9]2[N+:10]([CH3:17])=[C:11]([CH3:13])[S:12][C:8]=2[CH:7]=1)(=[O:4])=[O:5]. The yield is 0.840.